Predict the reactants needed to synthesize the given product. From a dataset of Full USPTO retrosynthesis dataset with 1.9M reactions from patents (1976-2016). Given the product [CH2:1]([N:8]1[C:13](=[O:14])[CH2:12][O:11][C@H:10]([CH3:15])[C@H:9]1[C:16]([O:18][CH2:20][C:21]1[CH:26]=[CH:25][CH:24]=[CH:23][CH:22]=1)=[O:17])[C:2]1[CH:7]=[CH:6][CH:5]=[CH:4][CH:3]=1, predict the reactants needed to synthesize it. The reactants are: [CH2:1]([N:8]1[C:13](=[O:14])[CH2:12][O:11][C@H:10]([CH3:15])[C@H:9]1[C:16]([OH:18])=[O:17])[C:2]1[CH:7]=[CH:6][CH:5]=[CH:4][CH:3]=1.Br[CH2:20][C:21]1[CH:26]=[CH:25][CH:24]=[CH:23][CH:22]=1.C(=O)([O-])[O-].[K+].[K+].